Task: Predict the product of the given reaction.. Dataset: Forward reaction prediction with 1.9M reactions from USPTO patents (1976-2016) (1) Given the reactants [CH2:1]([O:8][C:9](=[O:24])[NH:10][C:11]1[CH:12]=[C:13]2[C:17](=[CH:18][CH:19]=1)[CH2:16][C:15]([NH2:23])([C:20]([NH2:22])=[O:21])[CH2:14]2)[C:2]1[CH:7]=[CH:6][CH:5]=[CH:4][CH:3]=1.CO[C:27]([C:32]1[CH:37]=[CH:36][CH:35]=[CH:34][CH:33]=1)(OC)OC, predict the reaction product. The product is: [CH2:1]([O:8][C:9](=[O:24])[NH:10][C:11]1[CH:12]=[C:13]2[C:17](=[CH:18][CH:19]=1)[CH2:16][C:15]1([C:20](=[O:21])[NH:22][C:27]([C:32]3[CH:37]=[CH:36][CH:35]=[CH:34][CH:33]=3)=[N:23]1)[CH2:14]2)[C:2]1[CH:7]=[CH:6][CH:5]=[CH:4][CH:3]=1. (2) Given the reactants [Br:1]N1C(=O)CCC1=O.[Cl:9][C:10]1[C:11]2[N:12]([CH:17]=[CH:18][N:19]=2)[CH:13]=[C:14]([CH3:16])[N:15]=1, predict the reaction product. The product is: [Br:1][C:17]1[N:12]2[CH:13]=[C:14]([CH3:16])[N:15]=[C:10]([Cl:9])[C:11]2=[N:19][CH:18]=1. (3) Given the reactants [NH2:1][C:2]([C@@H:4]([NH:9]C(=O)OCC1C=CC=CC=1)[C:5]([CH3:8])([CH3:7])[CH3:6])=[O:3], predict the reaction product. The product is: [NH2:9][C@H:4]([C:2]([NH2:1])=[O:3])[C:5]([CH3:8])([CH3:7])[CH3:6]. (4) Given the reactants [NH:1]1[C:5]([C:6]2[CH:7]=[C:8]([CH:10]=[CH:11][CH:12]=2)[NH2:9])=[N:4][N:3]=[N:2]1.[CH:13]1([C:16]2[CH:17]=[C:18]([CH:22]=[CH:23][CH:24]=2)[C:19](O)=[O:20])[CH2:15][CH2:14]1, predict the reaction product. The product is: [CH:13]1([C:16]2[CH:17]=[C:18]([CH:22]=[CH:23][CH:24]=2)[C:19]([NH:9][C:8]2[CH:10]=[CH:11][CH:12]=[C:6]([C:5]3[NH:1][N:2]=[N:3][N:4]=3)[CH:7]=2)=[O:20])[CH2:14][CH2:15]1. (5) Given the reactants [F:1][C:2]1[CH:7]=[CH:6][C:5]([CH:8]([NH:13][S:14]([C:17]2[CH:22]=[CH:21][CH:20]=[C:19]([C:23]([F:26])([F:25])[F:24])[CH:18]=2)(=[O:16])=[O:15])[CH2:9][C:10]([OH:12])=O)=[CH:4][CH:3]=1.[NH2:27][CH:28]1[CH2:37][CH2:36][CH2:35][C:34]2[N:33]=[C:32]([CH2:38][CH2:39][OH:40])[N:31]=[CH:30][C:29]1=2.C1C=CC2N(O)N=NC=2C=1.C(Cl)CCl, predict the reaction product. The product is: [F:1][C:2]1[CH:7]=[CH:6][C:5]([CH:8]([NH:13][S:14]([C:17]2[CH:22]=[CH:21][CH:20]=[C:19]([C:23]([F:26])([F:25])[F:24])[CH:18]=2)(=[O:16])=[O:15])[CH2:9][C:10]([NH:27][CH:28]2[CH2:37][CH2:36][CH2:35][C:34]3[N:33]=[C:32]([CH2:38][CH2:39][OH:40])[N:31]=[CH:30][C:29]2=3)=[O:12])=[CH:4][CH:3]=1.